This data is from Reaction yield outcomes from USPTO patents with 853,638 reactions. The task is: Predict the reaction yield, written as a fraction of the theoretical maximum amount of product (1.0 means a 100% yield; for example, 0.34 means a 34% yield). (1) The reactants are [Cl:1][C:2]1[C:3]([N:13]2[CH2:18][CH2:17][NH:16][CH2:15][CH2:14]2)=[N:4][CH:5]=[C:6]([CH:12]=1)[C:7]([O:9][CH2:10][CH3:11])=[O:8].[N:19]([C:22]1[CH:27]=[CH:26][CH:25]=[CH:24][C:23]=1[CH:28]([CH3:30])[CH3:29])=[C:20]=[O:21]. No catalyst specified. The product is [Cl:1][C:2]1[C:3]([N:13]2[CH2:18][CH2:17][N:16]([C:20]([NH:19][C:22]3[CH:27]=[CH:26][CH:25]=[CH:24][C:23]=3[CH:28]([CH3:30])[CH3:29])=[O:21])[CH2:15][CH2:14]2)=[N:4][CH:5]=[C:6]([CH:12]=1)[C:7]([O:9][CH2:10][CH3:11])=[O:8]. The yield is 0.560. (2) The reactants are [F:1][C:2]1[CH:7]=[CH:6][C:5]([OH:8])=[CH:4][CH:3]=1.C1(P(C2C=CC=CC=2)C2C=CC=CC=2)C=CC=CC=1.[C:28]([N:35]1[CH2:40][CH2:39][CH:38]([CH2:41]O)[CH2:37][CH2:36]1)([O:30][C:31]([CH3:34])([CH3:33])[CH3:32])=[O:29].CCOC(/N=N/C(OCC)=O)=O. The catalyst is C1COCC1. The product is [F:1][C:2]1[CH:7]=[CH:6][C:5]([O:8][CH2:41][CH:38]2[CH2:39][CH2:40][N:35]([C:28]([O:30][C:31]([CH3:32])([CH3:34])[CH3:33])=[O:29])[CH2:36][CH2:37]2)=[CH:4][CH:3]=1. The yield is 0.750. (3) The reactants are C[O:2][C:3](=[O:22])[CH:4]=[CH:5][C:6]1[CH:11]=[CH:10][CH:9]=[CH:8][C:7]=1[S:12](=[O:21])(=[O:20])[NH:13][C:14]1[CH:19]=[CH:18][CH:17]=[CH:16][CH:15]=1.[OH-].[Na+]. The catalyst is CO. The product is [C:14]1([NH:13][S:12]([C:7]2[CH:8]=[CH:9][CH:10]=[CH:11][C:6]=2[CH:5]=[CH:4][C:3]([OH:22])=[O:2])(=[O:21])=[O:20])[CH:15]=[CH:16][CH:17]=[CH:18][CH:19]=1. The yield is 0.700. (4) The reactants are C(OC([N:8]1[CH2:13][CH2:12][N:11]([C:14]2[CH:19]=[CH:18][C:17]([NH:20][C:21]3[C:22]4[N:23]([N:28]=[CH:29][N:30]=4)[C:24]([Br:27])=[CH:25][N:26]=3)=[CH:16][CH:15]=2)[C:10](=[O:31])[CH2:9]1)=O)(C)(C)C.C(O)(C(F)(F)F)=O. The catalyst is C(Cl)Cl.C([O-])(O)=O.[Na+]. The product is [Br:27][C:24]1[N:23]2[N:28]=[CH:29][N:30]=[C:22]2[C:21]([NH:20][C:17]2[CH:18]=[CH:19][C:14]([N:11]3[CH2:12][CH2:13][NH:8][CH2:9][C:10]3=[O:31])=[CH:15][CH:16]=2)=[N:26][CH:25]=1. The yield is 0.780. (5) The reactants are [NH2:1][C:2]1[C:7]([NH2:8])=[CH:6][C:5]([Br:9])=[CH:4][N:3]=1.[CH3:10][O:11][C:12]1[CH:17]=[CH:16][C:15]([CH2:18][C:19](Cl)=O)=[CH:14][CH:13]=1.C(OCC)(=O)C.O1CCCC1.[OH-].[Na+]. The catalyst is O. The product is [Br:9][C:5]1[CH:6]=[C:7]2[NH:8][C:19]([CH2:18][C:15]3[CH:16]=[CH:17][C:12]([O:11][CH3:10])=[CH:13][CH:14]=3)=[N:1][C:2]2=[N:3][CH:4]=1. The yield is 0.550. (6) The reactants are [CH:1]([C:4]1[CH:5]=[C:6]([NH2:9])[NH:7][N:8]=1)([CH3:3])[CH3:2].[CH2:10]([O:12][C:13](=[O:24])[C:14](=[CH:20]OCC)[C:15](OCC)=[O:16])[CH3:11]. The catalyst is C(O)(=O)C. The product is [CH2:10]([O:12][C:13]([C:14]1[C:15](=[O:16])[N:7]2[N:8]=[C:4]([CH:1]([CH3:3])[CH3:2])[CH:5]=[C:6]2[NH:9][CH:20]=1)=[O:24])[CH3:11]. The yield is 0.650. (7) The reactants are C(Cl)(=O)C(Cl)=O.[N:7]1[CH:12]=[CH:11][C:10]([CH2:13][CH:14]([CH3:18])[C:15](O)=[O:16])=[CH:9][CH:8]=1.[NH3:19]. The catalyst is C(Cl)Cl. The product is [N:7]1[CH:12]=[CH:11][C:10]([CH2:13][CH:14]([CH3:18])[C:15]([NH2:19])=[O:16])=[CH:9][CH:8]=1. The yield is 0.929. (8) The reactants are [NH:1]1[CH2:6][CH2:5][O:4][C@H:3]([CH2:7][NH:8][C:9](=[O:15])[O:10][C:11]([CH3:14])([CH3:13])[CH3:12])[CH2:2]1.[C:16]([C:18]1[CH:23]=[CH:22][CH:21]=[CH:20][C:19]=1[S:24](Cl)(=[O:26])=[O:25])#[N:17].C(N(CC)CC)C. The catalyst is C(Cl)Cl. The product is [C:16]([C:18]1[CH:23]=[CH:22][CH:21]=[CH:20][C:19]=1[S:24]([N:1]1[CH2:6][CH2:5][O:4][C@H:3]([CH2:7][NH:8][C:9](=[O:15])[O:10][C:11]([CH3:12])([CH3:14])[CH3:13])[CH2:2]1)(=[O:26])=[O:25])#[N:17]. The yield is 0.650. (9) The reactants are [CH2:1]([O:8][C:9](=[O:22])[NH:10][CH2:11][CH2:12][CH2:13][CH2:14][C:15]1[CH:20]=[CH:19][C:18]([OH:21])=[CH:17][CH:16]=1)[C:2]1[CH:7]=[CH:6][CH:5]=[CH:4][CH:3]=1.C(=O)([O-])[O-].[K+].[K+].[I-].[Na+].Br[CH2:32][C:33]([O:35][CH2:36][CH3:37])=[O:34]. The catalyst is CN(C=O)C.O. The product is [CH2:36]([O:35][C:33](=[O:34])[CH2:32][O:21][C:18]1[CH:19]=[CH:20][C:15]([CH2:14][CH2:13][CH2:12][CH2:11][NH:10][C:9]([O:8][CH2:1][C:2]2[CH:7]=[CH:6][CH:5]=[CH:4][CH:3]=2)=[O:22])=[CH:16][CH:17]=1)[CH3:37]. The yield is 0.890.